Dataset: Full USPTO retrosynthesis dataset with 1.9M reactions from patents (1976-2016). Task: Predict the reactants needed to synthesize the given product. (1) Given the product [CH3:50][C:43]1[N:42]=[C:38]([N:39]2[CH2:37][CH2:36][CH2:41][CH2:40]2)[C:51]([O:54][C:2]2[CH:7]=[CH:6][N:5]=[C:4]([NH:8][C:9]3[CH:14]=[C:13]([O:15][CH3:16])[C:12]([O:17][CH3:18])=[C:11]([O:19][CH3:20])[CH:10]=3)[CH:3]=2)=[CH:45][CH:44]=1, predict the reactants needed to synthesize it. The reactants are: F[C:2]1[CH:7]=[CH:6][N:5]=[C:4]([NH:8][C:9]2[CH:14]=[C:13]([O:15][CH3:16])[C:12]([O:17][CH3:18])=[C:11]([O:19][CH3:20])[CH:10]=2)[CH:3]=1.CC1C=C(O[C:36]2[CH:41]=[CH:40][N:39]=[C:38]([NH:42][C:43]3[CH:44]=[C:45](C=C[CH:50]=3)C#N)[CH:37]=2)C(C2C=CC=CN=2)=NC=1C.[C:51]([O-:54])([O-])=O.[K+].[K+]. (2) Given the product [CH3:32][O:31][C:28]1[N:29]=[CH:30][C:25]([NH:24][C:2]2[CH:7]=[CH:6][N:5]=[CH:4][C:3]=2[C:8]2[N:16]=[C:15]([CH3:17])[N:14]=[C:13]3[C:9]=2[N:10]=[CH:11][NH:12]3)=[CH:26][CH:27]=1, predict the reactants needed to synthesize it. The reactants are: Cl[C:2]1[CH:7]=[CH:6][N:5]=[CH:4][C:3]=1[C:8]1[N:16]=[C:15]([CH3:17])[N:14]=[C:13]2[C:9]=1[N:10]=[CH:11][N:12]2C1CCCCO1.[NH2:24][C:25]1[CH:26]=[CH:27][C:28]([O:31][CH3:32])=[N:29][CH:30]=1.Cl. (3) Given the product [CH2:41]([NH:40][S:37]([C:33]1[CH:32]=[C:31]([NH:30][C:27]([C:26]2[CH:25]=[N:24][N:17]3[C:18]([C:20]([F:22])([F:23])[F:21])=[CH:19][C:14]([C:6]4[CH:7]=[CH:8][C:9]([C:10]([F:12])([F:11])[F:13])=[C:4]([O:3][CH2:1][CH3:2])[CH:5]=4)=[N:15][C:16]=23)=[O:29])[CH:36]=[CH:35][CH:34]=1)(=[O:39])=[O:38])[CH3:42], predict the reactants needed to synthesize it. The reactants are: [CH2:1]([O:3][C:4]1[CH:5]=[C:6]([C:14]2[CH:19]=[C:18]([C:20]([F:23])([F:22])[F:21])[N:17]3[N:24]=[CH:25][C:26]([C:27]([OH:29])=O)=[C:16]3[N:15]=2)[CH:7]=[CH:8][C:9]=1[C:10]([F:13])([F:12])[F:11])[CH3:2].[NH2:30][C:31]1[CH:32]=[C:33]([S:37]([NH:40][CH2:41][CH3:42])(=[O:39])=[O:38])[CH:34]=[CH:35][CH:36]=1. (4) The reactants are: Br[CH:2]([CH:14]([CH3:16])[CH3:15])[CH2:3][N-:4][C:5]1[CH:10]=[C:9]([Cl:11])[CH:8]=[C:7]([CH3:12])[C:6]=1[OH:13].C(=O)([O-])[O-:18].[K+].[K+].Cl.O. Given the product [Cl:11][C:9]1[CH:8]=[C:7]([CH3:12])[C:6]2[O:13][CH:2]([CH:14]([CH3:16])[CH3:15])[C:3](=[O:18])[NH:4][C:5]=2[CH:10]=1, predict the reactants needed to synthesize it. (5) Given the product [Cl:25][C:19]1[CH:20]=[CH:21][CH:22]=[C:23]([F:24])[C:18]=1[O:17][C:15]1[CH2:16][N:12]([C@@H:4]([CH2:5][CH:6]2[CH2:11][CH2:10][CH2:9][CH2:8][CH2:7]2)[C:3]([OH:27])=[O:2])[C:13](=[O:26])[CH:14]=1, predict the reactants needed to synthesize it. The reactants are: C[O:2][C:3](=[O:27])[C@@H:4]([N:12]1[CH2:16][C:15]([O:17][C:18]2[C:23]([F:24])=[CH:22][CH:21]=[CH:20][C:19]=2[Cl:25])=[CH:14][C:13]1=[O:26])[CH2:5][CH:6]1[CH2:11][CH2:10][CH2:9][CH2:8][CH2:7]1.[OH-].[Li+].O.C(OCC)C. (6) Given the product [C:25]([C:24]1[CH:27]=[CH:28][C:21]([O:20][C:17]2[N:18]=[CH:19][C:14]([NH:13][C:2]([NH:36][C:35]([CH3:37])([C:38]([O:40][CH3:41])=[O:39])[CH3:34])=[O:4])=[CH:15][CH:16]=2)=[C:22]([C:29]([F:32])([F:30])[F:31])[CH:23]=1)#[N:26], predict the reactants needed to synthesize it. The reactants are: Cl[C:2](Cl)([O:4]C(=O)OC(Cl)(Cl)Cl)Cl.[NH2:13][C:14]1[CH:15]=[CH:16][C:17]([O:20][C:21]2[CH:28]=[CH:27][C:24]([C:25]#[N:26])=[CH:23][C:22]=2[C:29]([F:32])([F:31])[F:30])=[N:18][CH:19]=1.Cl.[CH3:34][C:35]([C:38]([O:40][CH3:41])=[O:39])([CH3:37])[NH2:36].